The task is: Predict the reactants needed to synthesize the given product.. This data is from Full USPTO retrosynthesis dataset with 1.9M reactions from patents (1976-2016). (1) Given the product [OH:35][C:31]1([C:2]2[C:12]3[O:11][CH2:10][CH2:9][N:8]([C:13]([O:15][C:16]([CH3:19])([CH3:18])[CH3:17])=[O:14])[CH2:7][C:6]=3[CH:5]=[CH:4][CH:3]=2)[CH2:34][CH2:33][CH2:32]1, predict the reactants needed to synthesize it. The reactants are: Br[C:2]1[C:12]2[O:11][CH2:10][CH2:9][N:8]([C:13]([O:15][C:16]([CH3:19])([CH3:18])[CH3:17])=[O:14])[CH2:7][C:6]=2[CH:5]=[CH:4][CH:3]=1.C([Li])CCC.CCCCCC.[C:31]1(=[O:35])[CH2:34][CH2:33][CH2:32]1.[Cl-].[NH4+]. (2) Given the product [C:4]([O:3][C:1](=[O:2])[NH:8][CH2:9][CH2:10][O:34][C:15]1[CH:16]=[CH:17][C:18]([CH:19]([CH3:33])[C:20]([OH:32])([C:25]2[CH:30]=[N:29][C:28]([CH3:31])=[CH:27][N:26]=2)[C:21]([F:22])([F:23])[F:24])=[C:13]([Cl:12])[CH:14]=1)([CH3:7])([CH3:6])[CH3:5], predict the reactants needed to synthesize it. The reactants are: [C:1]([NH:8][CH2:9][CH2:10]Br)([O:3][C:4]([CH3:7])([CH3:6])[CH3:5])=[O:2].[Cl:12][C:13]1[CH:14]=[C:15]([OH:34])[CH:16]=[CH:17][C:18]=1[CH:19]([CH3:33])[C:20]([OH:32])([C:25]1[CH:30]=[N:29][C:28]([CH3:31])=[CH:27][N:26]=1)[C:21]([F:24])([F:23])[F:22]. (3) The reactants are: [CH3:1][C:2]([C:13]1[S:14][CH:15]=[CH:16][CH:17]=1)([CH3:12])[C:3]([NH:5][NH:6][C:7]([CH:9]1[CH2:11][CH2:10]1)=[O:8])=O.N1C=CC=CC=1.FC(F)(F)S(OS(C(F)(F)F)(=O)=O)(=O)=O. Given the product [CH:9]1([C:7]2[O:8][C:3]([C:2]([CH3:12])([C:13]3[S:14][CH:15]=[CH:16][CH:17]=3)[CH3:1])=[N:5][N:6]=2)[CH2:11][CH2:10]1, predict the reactants needed to synthesize it. (4) Given the product [F:1][C:2]([F:17])([F:16])[C:3]1[CH:8]=[C:7]([S:28][C:26](=[S:27])[O:25][CH2:23][CH3:24])[CH:6]=[CH:5][C:4]=1[C:10]1[CH:15]=[CH:14][CH:13]=[CH:12][CH:11]=1, predict the reactants needed to synthesize it. The reactants are: [F:1][C:2]([F:17])([F:16])[C:3]1[CH:8]=[C:7](N)[CH:6]=[CH:5][C:4]=1[C:10]1[CH:15]=[CH:14][CH:13]=[CH:12][CH:11]=1.N([O-])=O.[Na+].[K+].[CH2:23]([O:25][C:26]([S-:28])=[S:27])[CH3:24]. (5) Given the product [CH2:1]([O:8][C:9]1[CH:14]=[CH:13][C:12]([F:15])=[CH:11][C:10]=1[C:16]1[CH2:17][C:18]([C:29]2[CH:34]=[CH:33][CH:32]=[CH:31][CH:30]=2)([CH2:19][CH2:20][CH2:21][O:22][CH:23]2[CH2:28][CH2:27][CH2:26][CH2:25][O:24]2)[N:38]([C:39](=[O:40])[C:41]([F:44])([F:43])[F:42])[N:37]=1)[C:2]1[CH:7]=[CH:6][CH:5]=[CH:4][CH:3]=1, predict the reactants needed to synthesize it. The reactants are: [CH2:1]([O:8][C:9]1[CH:14]=[CH:13][C:12]([F:15])=[CH:11][C:10]=1[C:16](=O)[CH:17]=[C:18]([C:29]1[CH:34]=[CH:33][CH:32]=[CH:31][CH:30]=1)[CH2:19][CH2:20][CH2:21][O:22][CH:23]1[CH2:28][CH2:27][CH2:26][CH2:25][O:24]1)[C:2]1[CH:7]=[CH:6][CH:5]=[CH:4][CH:3]=1.O.[NH2:37][NH2:38].[C:39](O[C:39]([C:41]([F:44])([F:43])[F:42])=[O:40])([C:41]([F:44])([F:43])[F:42])=[O:40].